Task: Predict the product of the given reaction.. Dataset: Forward reaction prediction with 1.9M reactions from USPTO patents (1976-2016) (1) Given the reactants [Cl:1][C:2]1[CH:3]=[C:4]([CH:7]=[CH:8][C:9]=1[Cl:10])[CH2:5]Cl.CC(=O)[CH2:13][C:14](=[O:16])[CH3:15], predict the reaction product. The product is: [Cl:1][C:2]1[CH:3]=[C:4]([CH2:5][CH2:13][C:14](=[O:16])[CH3:15])[CH:7]=[CH:8][C:9]=1[Cl:10]. (2) Given the reactants [CH2:1]([O:8][C:9]1[C:17]([Cl:18])=[CH:16][C:12]([C:13](O)=[O:14])=[CH:11][C:10]=1[Cl:19])[C:2]1[CH:7]=[CH:6][CH:5]=[CH:4][CH:3]=1.C(Cl)(=O)C([Cl:23])=O, predict the reaction product. The product is: [CH2:1]([O:8][C:9]1[C:17]([Cl:18])=[CH:16][C:12]([C:13]([Cl:23])=[O:14])=[CH:11][C:10]=1[Cl:19])[C:2]1[CH:7]=[CH:6][CH:5]=[CH:4][CH:3]=1. (3) Given the reactants Cl.[CH2:2]([NH:4][C:5]([C:7]1[S:33][C:10]2[N:11]=[C:12]([NH2:32])[N:13]=[C:14]([C:15]3[CH:20]=[C:19]([O:21][CH2:22][CH:23](OCC)[O:24]CC)[C:18]([Cl:30])=[CH:17][C:16]=3[Cl:31])[C:9]=2[CH:8]=1)=[O:6])[CH3:3].ClCCl.[BH4-].[Na+], predict the reaction product. The product is: [CH2:2]([NH:4][C:5]([C:7]1[S:33][C:10]2[N:11]=[C:12]([NH2:32])[N:13]=[C:14]([C:15]3[CH:20]=[C:19]([O:21][CH2:22][CH2:23][OH:24])[C:18]([Cl:30])=[CH:17][C:16]=3[Cl:31])[C:9]=2[CH:8]=1)=[O:6])[CH3:3]. (4) Given the reactants [CH:1]1([C:4]([CH:6]2[CH2:8][CH2:7]2)=[CH2:5])[CH2:3][CH2:2]1.[N+](=[CH:11][C:12]([O:14][CH2:15][CH3:16])=[O:13])=[N-], predict the reaction product. The product is: [CH:1]1([C:4]2([CH:6]3[CH2:8][CH2:7]3)[CH2:5][CH:11]2[C:12]([O:14][CH2:15][CH3:16])=[O:13])[CH2:3][CH2:2]1. (5) Given the reactants Cl[C:2]1[N:7]=[C:6]([NH2:8])[N:5]=[C:4]([NH:9][C:10]2[CH:15]=[CH:14][C:13]([O:16][C:17]3[CH:22]=[CH:21][N:20]=[C:19]([C:23]([F:26])([F:25])[F:24])[CH:18]=3)=[CH:12][CH:11]=2)[CH:3]=1.NC1N=C(Cl)C=C(Cl)N=1.FC(F)(F)C1C=C(OC2C=CC(N)=CC=2)C=CN=1.[CH3:54][C:55]1(B(O)O)[CH:60]=[CH:59][CH:58]=[C:57]([CH3:61])[CH2:56]1.C([O-])([O-])=O.[Na+].[Na+], predict the reaction product. The product is: [CH3:54][C:55]1[CH:60]=[CH:59][CH:58]=[C:57]([CH3:61])[C:56]=1[C:2]1[N:7]=[C:6]([NH2:8])[N:5]=[C:4]([NH:9][C:10]2[CH:15]=[CH:14][C:13]([O:16][C:17]3[CH:22]=[CH:21][N:20]=[C:19]([C:23]([F:26])([F:25])[F:24])[CH:18]=3)=[CH:12][CH:11]=2)[CH:3]=1.